Dataset: TCR-epitope binding with 47,182 pairs between 192 epitopes and 23,139 TCRs. Task: Binary Classification. Given a T-cell receptor sequence (or CDR3 region) and an epitope sequence, predict whether binding occurs between them. (1) The epitope is ITEEVGHTDLMAAY. The TCR CDR3 sequence is CASSQAQSGTAPYEQYF. Result: 0 (the TCR does not bind to the epitope). (2) The epitope is KMQRMLLEK. The TCR CDR3 sequence is CASSHSGAQYF. Result: 0 (the TCR does not bind to the epitope).